From a dataset of Full USPTO retrosynthesis dataset with 1.9M reactions from patents (1976-2016). Predict the reactants needed to synthesize the given product. (1) Given the product [Br:1][C:2]1[CH:9]=[CH:8][CH:7]=[CH:6][C:3]=1[CH:10]([O:13][CH3:14])[O:11][CH3:12], predict the reactants needed to synthesize it. The reactants are: [Br:1][C:2]1[CH:9]=[CH:8][CH:7]=[CH:6][C:3]=1C=O.[CH:10](OC)([O:13][CH3:14])[O:11][CH3:12]. (2) Given the product [Br:12][C:4]1[CH:5]=[C:6]([CH:9]=[CH:10][C:3]=1[N:2]([CH3:11])[CH3:1])[CH:7]=[O:8], predict the reactants needed to synthesize it. The reactants are: [CH3:1][N:2]([CH3:11])[C:3]1[CH:10]=[CH:9][C:6]([CH:7]=[O:8])=[CH:5][CH:4]=1.[Br-:12].[Br-].[Br-].[NH+]1C=CC=CC=1.[NH+]1C=CC=CC=1.[NH+]1C=CC=CC=1. (3) Given the product [OH:48][C@@:47]12[CH2:17][C@@H:18]([O:28][CH2:29][O:30][CH3:31])[CH2:19][C@H:20]3[O:21][C:22]([CH3:27])([CH3:26])[O:23][CH2:24][C@@:25]13[CH:12]1[CH:13]([C@@:8]3([O:38][CH2:39][O:40][CH3:41])[CH2:7][CH2:6][C@H:5]([C:3]([OH:4])=[O:44])[C@@:9]3([CH3:37])[CH2:10][C@H:11]1[O:33][CH2:34][O:35][CH3:36])[CH2:14][CH2:46]2, predict the reactants needed to synthesize it. The reactants are: OC[C:3]([C@@H:5]1[C@@:9]2([CH3:37])[CH2:10][C@@H:11]([O:33][CH2:34][O:35][CH3:36])[CH:12]3[C@:25]45[C@@](O)([CH2:17][C@@H:18]([O:28][CH2:29][O:30][CH3:31])[CH2:19][C@H:20]4[O:21][C:22]([CH3:27])([CH3:26])[O:23][CH2:24]5)C[CH2:14][CH:13]3[C@@:8]2([O:38][CH2:39][O:40][CH3:41])[CH2:7][CH2:6]1)=[O:4].CC(O)=[O:44].[CH3:46][CH2:47][OH:48].O. (4) Given the product [N:17]([CH2:6][C@@H:7]1[CH2:12][CH2:11][CH2:10][CH2:9][C@H:8]1[C:13]([O:15][CH3:16])=[O:14])=[N+:18]=[N-:19], predict the reactants needed to synthesize it. The reactants are: CS(O[CH2:6][C@@H:7]1[CH2:12][CH2:11][CH2:10][CH2:9][C@H:8]1[C:13]([O:15][CH3:16])=[O:14])(=O)=O.[N-:17]=[N+:18]=[N-:19].[Na+]. (5) Given the product [C:1]([C:12]1[N:11]=[CH:10][C:6]([C:1]2([CH2:2][CH3:3])[CH2:7][CH:16]2[C:17]([O:19][CH2:20][CH3:21])=[O:18])=[CH:5][CH:13]=1)([CH3:7])([CH3:6])[CH3:2], predict the reactants needed to synthesize it. The reactants are: [C:1]1([CH3:7])[CH:6]=[CH:5]C=[CH:3][CH:2]=1.CN1[CH:13]=[CH:12][N:11]=[CH:10]1.[N+](=[CH:16][C:17]([O:19][CH2:20][CH3:21])=[O:18])=[N-]. (6) Given the product [F:16][C:11]1[CH:12]=[CH:13][CH:14]=[CH:15][C:10]=1[NH:9][C:7]([C:5]1[S:6][C:2]([C:26]2[C:18]([CH3:17])=[CH:19][C:20]3[S:24][CH:23]=[N:22][C:21]=3[CH:25]=2)=[CH:3][CH:4]=1)=[O:8], predict the reactants needed to synthesize it. The reactants are: Br[C:2]1[S:6][C:5]([C:7]([NH:9][C:10]2[CH:15]=[CH:14][CH:13]=[CH:12][C:11]=2[F:16])=[O:8])=[CH:4][CH:3]=1.[CH3:17][C:18]1[C:26](B2OC(C)(C)C(C)(C)O2)=[CH:25][C:21]2[N:22]=[CH:23][S:24][C:20]=2[CH:19]=1.C(=O)([O-])[O-].[Na+].[Na+].CC(=O)OCC.[Cl-].[Na+].O.